From a dataset of CYP3A4 inhibition data for predicting drug metabolism from PubChem BioAssay. Regression/Classification. Given a drug SMILES string, predict its absorption, distribution, metabolism, or excretion properties. Task type varies by dataset: regression for continuous measurements (e.g., permeability, clearance, half-life) or binary classification for categorical outcomes (e.g., BBB penetration, CYP inhibition). Dataset: cyp3a4_veith. (1) The compound is CC(O)(CS(=O)(=O)c1cccc(C(F)(F)F)c1)C(=O)Nc1cccc(C(F)(F)F)c1. The result is 1 (inhibitor). (2) The drug is Cc1cc(C)cc(CSCC(=O)N/N=C/c2ccc(OCC(=O)NCc3ccco3)cc2)c1. The result is 1 (inhibitor). (3) The result is 1 (inhibitor). The compound is COc1ccc(-n2c(=O)c(CCc3ccccc3)nc3cnc(N4CCNCC4)nc32)cc1. (4) The drug is CCN1C(=O)[C@H]2CC[C@@H]3/C(=N\OCC(C)C)C[C@@H](O)[C@@H](O)[C@@H]3[C@@H]2C1=O. The result is 0 (non-inhibitor). (5) The molecule is COCCn1c(=O)c(-c2cccs2)nc2cnc(Oc3ccccc3)nc21. The result is 1 (inhibitor). (6) The drug is CCOC(=O)c1nnn(-c2nonc2N)c1-c1ccccc1. The result is 1 (inhibitor). (7) The drug is CC(C)=CCC/C(C)=C/CO. The result is 0 (non-inhibitor). (8) The compound is Cc1nc([N+](=O)[O-])c(N2CCN(C)CC2)n1Cc1ccccc1. The result is 0 (non-inhibitor). (9) The drug is CN1CC(c2ccccn2)C2(SC(=S)N(Cc3ccccc3)C2=O)C12C(=O)Nc1ccccc12. The result is 1 (inhibitor).